Dataset: Forward reaction prediction with 1.9M reactions from USPTO patents (1976-2016). Task: Predict the product of the given reaction. (1) Given the reactants [Si]([O:8][CH2:9][C@H:10]1[NH:14][CH:13]([C:15]2[C:16]([O:23]C)=[N:17][C:18]([O:21][CH3:22])=[CH:19][CH:20]=2)[C@@H:12]2[O:25]C(C)(C)[O:27][C@H:11]12)(C(C)(C)C)(C)C.B(Br)(Br)Br, predict the reaction product. The product is: [OH:25][C@@H:12]1[C@H:11]([OH:27])[C@@H:10]([CH2:9][OH:8])[NH:14][C@H:13]1[C:15]1[C:16](=[O:23])[NH:17][C:18]([O:21][CH3:22])=[CH:19][CH:20]=1. (2) The product is: [N:6]1([C:11]2[N:12]=[C:13]([N:23]3[CH2:28][CH2:27][O:26][CH2:25][CH2:24]3)[C:14]3[N:20]=[C:19]([CH2:21][N:31]([CH3:32])[CH3:30])[CH:18]=[CH:17][C:15]=3[N:16]=2)[CH:10]=[CH:9][N:8]=[CH:7]1. Given the reactants CS(Cl)(=O)=O.[N:6]1([C:11]2[N:12]=[C:13]([N:23]3[CH2:28][CH2:27][O:26][CH2:25][CH2:24]3)[C:14]3[N:20]=[C:19]([CH2:21]O)[CH:18]=[CH:17][C:15]=3[N:16]=2)[CH:10]=[CH:9][N:8]=[CH:7]1.C[CH2:30][N:31](C(C)C)[CH:32](C)C.CNC, predict the reaction product. (3) Given the reactants [Na+].[CH2:2]([C:8]1[S:12][C:11](OB(O)[O-])=[CH:10][CH:9]=1)[CH2:3][CH2:4][CH2:5][CH2:6][CH3:7].Br[C:18]1[CH:23]=[CH:22][C:21]([C:24]2[CH:29]=[CH:28][C:27]([CH2:30][CH2:31][CH2:32][CH2:33][CH3:34])=[CH:26][CH:25]=2)=[C:20]([F:35])[CH:19]=1.C(=O)([O-])O.[Na+], predict the reaction product. The product is: [F:35][C:20]1[CH:19]=[C:18]([C:11]2[S:12][C:8]([CH2:2][CH2:3][CH2:4][CH2:5][CH2:6][CH3:7])=[CH:9][CH:10]=2)[CH:23]=[CH:22][C:21]=1[C:24]1[CH:29]=[CH:28][C:27]([CH2:30][CH2:31][CH2:32][CH2:33][CH3:34])=[CH:26][CH:25]=1. (4) Given the reactants [NH:1]1[C:9]2[C:4](=[CH:5][CH:6]=[CH:7][CH:8]=2)[C:3]([C:10](=[O:19])[CH2:11][C:12]2[CH:17]=[CH:16][C:15]([CH3:18])=[CH:14][CH:13]=2)=[CH:2]1.[Br-:20].[Br-].[Br-].C1([N+](C)(C)C)C=CC=CC=1.C1([N+](C)(C)C)C=CC=CC=1.C1([N+](C)(C)C)C=CC=CC=1, predict the reaction product. The product is: [Br:20][CH:11]([C:12]1[CH:13]=[CH:14][C:15]([CH3:18])=[CH:16][CH:17]=1)[C:10]([C:3]1[C:4]2[C:9](=[CH:8][CH:7]=[CH:6][CH:5]=2)[NH:1][CH:2]=1)=[O:19]. (5) Given the reactants [F:1][C:2]1[C:7]([F:8])=[CH:6][CH:5]=[CH:4][C:3]=1[CH2:9][S:10][C:11]1[N:16]=[C:15]([NH2:17])[C:14]([NH2:18])=[C:13]([NH2:19])[N:12]=1.[F:20][C:21]([F:28])([F:27])[C:22](=O)[C:23]([O-])=[O:24], predict the reaction product. The product is: [NH2:17][C:15]1[C:14]2[N:18]=[C:22]([C:21]([F:28])([F:27])[F:20])[C:23](=[O:24])[NH:19][C:13]=2[N:12]=[C:11]([S:10][CH2:9][C:3]2[CH:4]=[CH:5][CH:6]=[C:7]([F:8])[C:2]=2[F:1])[N:16]=1. (6) Given the reactants [C:1]([NH:18][C@H:19]([C:23]([OH:25])=[O:24])[CH:20]([CH3:22])[CH3:21])([O:3][CH2:4][CH:5]1[C:17]2[C:12](=[CH:13][CH:14]=[CH:15][CH:16]=2)[C:11]2[C:6]1=[CH:7][CH:8]=[CH:9][CH:10]=2)=[O:2].[Cl-].O[C@H:28](/[CH:56]=[CH:57]/[CH2:58][CH2:59][S:60][C:61]([C:74]1[CH:79]=[CH:78][CH:77]=[CH:76][CH:75]=1)([C:68]1[CH:73]=[CH:72][CH:71]=[CH:70][CH:69]=1)[C:62]1[CH:67]=[CH:66][CH:65]=[CH:64][CH:63]=1)[CH2:29][C:30]([NH:32][CH2:33][C:34]1[N:39]=[C:38]([CH2:40][N:41]([CH2:47][C:48]2[CH:53]=[CH:52][C:51]([O:54][CH3:55])=[CH:50][CH:49]=2)[CH2:42][C:43]([O:45][CH3:46])=[O:44])[CH:37]=[CH:36][CH:35]=1)=[O:31], predict the reaction product. The product is: [CH:7]1[C:6]2[CH:5]([CH2:4][O:3][C:1]([NH:18][C@H:19]([CH:20]([CH3:21])[CH3:22])[C:23]([O:25][C@H:28](/[CH:56]=[CH:57]/[CH2:58][CH2:59][S:60][C:61]([C:74]3[CH:79]=[CH:78][CH:77]=[CH:76][CH:75]=3)([C:68]3[CH:73]=[CH:72][CH:71]=[CH:70][CH:69]=3)[C:62]3[CH:63]=[CH:64][CH:65]=[CH:66][CH:67]=3)[CH2:29][C:30]([NH:32][CH2:33][C:34]3[CH:35]=[CH:36][CH:37]=[C:38]([CH2:40][N:41]([CH2:42][C:43]([O:45][CH3:46])=[O:44])[CH2:47][C:48]4[CH:53]=[CH:52][C:51]([O:54][CH3:55])=[CH:50][CH:49]=4)[N:39]=3)=[O:31])=[O:24])=[O:2])[C:17]3[C:12](=[CH:13][CH:14]=[CH:15][CH:16]=3)[C:11]=2[CH:10]=[CH:9][CH:8]=1. (7) Given the reactants [S:1]1[CH:5]=[CH:4][N:3]=[C:2]1[C:6]([C@H:8]1[CH2:13][CH2:12][C@H:11]([C:14]([O:16][CH3:17])=[O:15])[CH2:10][CH2:9]1)=[O:7].[CH:18]1([Mg]Br)[CH2:20][CH2:19]1, predict the reaction product. The product is: [CH:18]1([C:6]([OH:7])([C:2]2[S:1][CH:5]=[CH:4][N:3]=2)[C@H:8]2[CH2:9][CH2:10][C@H:11]([C:14]([O:16][CH3:17])=[O:15])[CH2:12][CH2:13]2)[CH2:20][CH2:19]1. (8) The product is: [Cl:1][C:2]1[CH:3]=[CH:4][CH:5]=[C:6]2[C:10]=1[N:9]([CH2:22][CH2:23][CH3:24])[N:8]=[C:7]2[C:11]1[CH:16]=[CH:15][C:14]([O:17][CH3:18])=[C:13]([F:19])[CH:12]=1. Given the reactants [Cl:1][C:2]1[CH:3]=[CH:4][CH:5]=[C:6]2[C:10]=1[NH:9][N:8]=[C:7]2[C:11]1[CH:16]=[CH:15][C:14]([O:17][CH3:18])=[C:13]([F:19])[CH:12]=1.[H-].[Na+].[CH2:22](Br)[CH2:23][CH3:24], predict the reaction product. (9) Given the reactants [NH2:1][C:2]1[CH:3]=[C:4]([CH:9]=[C:10]([CH2:12][CH2:13][CH3:14])[CH:11]=1)[C:5]([O:7][CH3:8])=[O:6].N1C=[CH:19][CH:18]=[CH:17][CH:16]=1.C([S:24](Cl)(=[O:26])=[O:25])C=C, predict the reaction product. The product is: [CH2:16]([S:24]([NH:1][C:2]1[CH:3]=[C:4]([CH:9]=[C:10]([CH2:12][CH2:13][CH3:14])[CH:11]=1)[C:5]([O:7][CH3:8])=[O:6])(=[O:26])=[O:25])[CH2:17][CH:18]=[CH2:19].